The task is: Predict the product of the given reaction.. This data is from Forward reaction prediction with 1.9M reactions from USPTO patents (1976-2016). (1) Given the reactants Br[CH2:2][CH2:3][O:4][C:5](=[O:7])[CH3:6].CCN(CC)CC.[NH:15]1[CH2:20][CH2:19][CH2:18][CH2:17][CH2:16]1, predict the reaction product. The product is: [CH2:3]([O:4][C:5](=[O:7])[CH2:6][N:15]1[CH2:20][CH2:19][CH2:18][CH2:17][CH2:16]1)[CH3:2]. (2) Given the reactants Cl[C:2]1[CH:12]=[CH:11][C:5]([C:6]([O:8][CH2:9][CH3:10])=[O:7])=[CH:4][N:3]=1.C(OC([N:20]1[CH2:25][CH2:24][NH:23][CH2:22][CH2:21]1)=O)(C)(C)C.C(=O)([O-])[O-].[K+].[K+].O, predict the reaction product. The product is: [CH2:9]([O:8][C:6]([C:5]1[CH:11]=[CH:12][C:2]([N:20]2[CH2:25][CH2:24][NH:23][CH2:22][CH2:21]2)=[N:3][CH:4]=1)=[O:7])[CH3:10]. (3) Given the reactants [Cl:1][C:2]1[C:10]2[N:9]=[C:8]3[NH:11][CH2:12][CH2:13][CH2:14][CH2:15][N:7]3[C:6]=2[C:5]([CH:16]([CH2:19][CH3:20])[CH2:17][CH3:18])=[CH:4][CH:3]=1.Br[C:22]1[C:27]([CH3:28])=[CH:26][C:25]([N+:29]([O-:31])=[O:30])=[CH:24][N:23]=1.N1C=CC=CC=1C1C=CC=CN=1.C(=O)([O-])[O-].[Cs+].[Cs+], predict the reaction product. The product is: [Cl:1][C:2]1[C:10]2[N:9]=[C:8]3[N:11]([C:22]4[C:27]([CH3:28])=[CH:26][C:25]([N+:29]([O-:31])=[O:30])=[CH:24][N:23]=4)[CH2:12][CH2:13][CH2:14][CH2:15][N:7]3[C:6]=2[C:5]([CH:16]([CH2:19][CH3:20])[CH2:17][CH3:18])=[CH:4][CH:3]=1. (4) Given the reactants C1COCC1.[CH3:6][O:7][C:8]1[CH:9]=[C:10]([CH:14]=[CH:15][C:16]=1[O:17][CH2:18][C:19]#[CH:20])[C:11](Cl)=[O:12].[CH:21]1([C@@H:27]([NH2:29])[CH3:28])[CH2:26][CH2:25][CH2:24][CH2:23][CH2:22]1.C(N(CC)CC)C, predict the reaction product. The product is: [CH:21]1([C@@H:27]([NH:29][C:11](=[O:12])[C:10]2[CH:14]=[CH:15][C:16]([O:17][CH2:18][C:19]#[CH:20])=[C:8]([O:7][CH3:6])[CH:9]=2)[CH3:28])[CH2:26][CH2:25][CH2:24][CH2:23][CH2:22]1. (5) Given the reactants [Br:1][C:2]1[CH:22]=[CH:21][C:20]([F:23])=[CH:19][C:3]=1[O:4][CH:5]1[CH2:8][N:7]([C:9]2[N:10]=[CH:11][C:12]([C:15]([O:17]C)=[O:16])=[N:13][CH:14]=2)[CH2:6]1.O1CCCC1.[OH-].[Li+], predict the reaction product. The product is: [Br:1][C:2]1[CH:22]=[CH:21][C:20]([F:23])=[CH:19][C:3]=1[O:4][CH:5]1[CH2:8][N:7]([C:9]2[N:10]=[CH:11][C:12]([C:15]([OH:17])=[O:16])=[N:13][CH:14]=2)[CH2:6]1. (6) The product is: [Cl:17][C:2]1[C:3]2[S:11][C:10]([C:23]([NH2:21])=[O:24])=[CH:9][C:4]=2[N:5]=[C:6]([CH3:8])[N:7]=1. Given the reactants O[C:2]1[C:3]2[S:11][C:10](C(O)=O)=[CH:9][C:4]=2[N:5]=[C:6]([CH3:8])[N:7]=1.O=P(Cl)(Cl)[Cl:17].C[N:21]([CH:23]=[O:24])C, predict the reaction product. (7) Given the reactants [CH3:1][O:2][C:3]1[CH:8]=[CH:7][C:6](B(O)O)=[CH:5][CH:4]=1.Br[C:13]1[C:14]([CH3:38])=[C:15]([N:19]([CH2:23][C:24]2[CH:36]=[CH:35][C:27]([O:28][CH2:29][C:30]([O:32]CC)=[O:31])=[C:26]([CH3:37])[CH:25]=2)[CH2:20][CH2:21][CH3:22])[CH:16]=[CH:17][CH:18]=1, predict the reaction product. The product is: [CH3:1][O:2][C:3]1[CH:8]=[CH:7][C:6]([C:13]2[CH:18]=[CH:17][CH:16]=[C:15]([N:19]([CH2:23][C:24]3[CH:36]=[CH:35][C:27]([O:28][CH2:29][C:30]([OH:32])=[O:31])=[C:26]([CH3:37])[CH:25]=3)[CH2:20][CH2:21][CH3:22])[C:14]=2[CH3:38])=[CH:5][CH:4]=1.